This data is from Peptide-MHC class II binding affinity with 134,281 pairs from IEDB. The task is: Regression. Given a peptide amino acid sequence and an MHC pseudo amino acid sequence, predict their binding affinity value. This is MHC class II binding data. (1) The peptide sequence is PLYKLVHVFINTQYA. The MHC is HLA-DPA10201-DPB11401 with pseudo-sequence HLA-DPA10201-DPB11401. The binding affinity (normalized) is 0.249. (2) The peptide sequence is ILDLCYQLSMRIANQ. The MHC is DRB1_0101 with pseudo-sequence DRB1_0101. The binding affinity (normalized) is 1.00. (3) The peptide sequence is AFIGDGDNLFPKV. The MHC is DRB1_0401 with pseudo-sequence DRB1_0401. The binding affinity (normalized) is 0.553. (4) The peptide sequence is VATLSEALRIIAGTLEVHAV. The MHC is HLA-DPA10201-DPB11401 with pseudo-sequence HLA-DPA10201-DPB11401. The binding affinity (normalized) is 0.446. (5) The binding affinity (normalized) is 0. The peptide sequence is SVDSLEHEMWRSRAD. The MHC is HLA-DQA10501-DQB10302 with pseudo-sequence HLA-DQA10501-DQB10302. (6) The peptide sequence is PELVPEDPEDSALLEDPAGT. The MHC is DRB1_1101 with pseudo-sequence DRB1_1101. The binding affinity (normalized) is 0.199. (7) The peptide sequence is KSSVITLNTNAELFNQSDY. The MHC is DRB1_1201 with pseudo-sequence DRB1_1201. The binding affinity (normalized) is 0.659. (8) The peptide sequence is TNISKEHDGECKETV. The MHC is HLA-DQA10501-DQB10301 with pseudo-sequence HLA-DQA10501-DQB10301. The binding affinity (normalized) is 0.0795. (9) The peptide sequence is EYAATHNPWASQLG. The MHC is DRB1_0401 with pseudo-sequence DRB1_0401. The binding affinity (normalized) is 0.755.